This data is from hERG potassium channel inhibition data for cardiac toxicity prediction from Karim et al.. The task is: Regression/Classification. Given a drug SMILES string, predict its toxicity properties. Task type varies by dataset: regression for continuous values (e.g., LD50, hERG inhibition percentage) or binary classification for toxic/non-toxic outcomes (e.g., AMES mutagenicity, cardiotoxicity, hepatotoxicity). Dataset: herg_karim. (1) The drug is O=C(CNC(=O)c1cccc(C(F)(F)F)c1)NC1CCN(C2CCC(O)(c3ccnnc3)CC2)C1. The result is 0 (non-blocker). (2) The drug is CC(=O)c1ccc(NC(=O)NS(=O)(=O)c2ccc(OCCCN3CCCC3)cc2)cc1. The result is 0 (non-blocker). (3) The compound is Cc1nc2ccccc2n1C1CC2CCC(C1)N2CCC1(c2ccccc2)CCN(C(=O)C(C)(C)c2nnn[nH]2)CC1. The result is 0 (non-blocker). (4) The compound is CN1Cc2cncn2Cc2ccc(C#N)c(c2)Oc2ccc3cccc(c3c2)N2CC[C@H]1C2=O. The result is 1 (blocker). (5) The compound is NC(=O)CN1CCc2nc(-c3ccc(OC4CC(N5CCCCC5)C4)cc3)sc2C1. The result is 0 (non-blocker). (6) The drug is CCc1nnc([C@@H]2[C@H]3CN(C(=O)c4ccc(C[C@@H]5CC[C@H]([C@H](O)c6ccccc6)N5)cc4)C[C@H]32)o1. The result is 0 (non-blocker). (7) The molecule is N#Cc1ccc(S(=O)(=O)C2(F)CCN(CCc3ccc(F)cc3F)CC2)cc1. The result is 1 (blocker).